From a dataset of Forward reaction prediction with 1.9M reactions from USPTO patents (1976-2016). Predict the product of the given reaction. (1) Given the reactants Cl[CH2:2][C:3]1[C:12]([OH:13])=[CH:11][CH:10]=[C:9]2[C:4]=1[CH2:5][CH2:6][CH2:7][C:8]2=[O:14].[C:15]([O:19][CH3:20])(=[O:18])[CH2:16][SH:17], predict the reaction product. The product is: [CH3:20][O:19][C:15](=[O:18])[CH2:16][S:17][CH2:2][C:3]1[C:4]2[CH2:5][CH2:6][CH2:7][C:8](=[O:14])[C:9]=2[CH:10]=[CH:11][C:12]=1[OH:13]. (2) Given the reactants C(C1C(C)=C(Cl)C=C(C(C)C)C=1O)C=C.ClC1C=C(C=CC=1)C(OO)=O.C(=O)([O-])[O-].[K+].[K+].[Cl:33][C:34]1[CH:35]=[C:36]([CH:46]([CH3:48])[CH3:47])[C:37]2[O:41][CH:40]([CH2:42][OH:43])[CH2:39][C:38]=2[C:44]=1[CH3:45].[C:49]1([CH3:59])[CH:54]=[CH:53][C:52]([S:55](Cl)(=[O:57])=[O:56])=[CH:51][CH:50]=1, predict the reaction product. The product is: [CH3:59][C:49]1[CH:54]=[CH:53][C:52]([S:55]([O:43][CH2:42][CH:40]2[CH2:39][C:38]3[C:44]([CH3:45])=[C:34]([Cl:33])[CH:35]=[C:36]([CH:46]([CH3:48])[CH3:47])[C:37]=3[O:41]2)(=[O:57])=[O:56])=[CH:51][CH:50]=1. (3) Given the reactants [NH2:1][CH2:2][CH2:3][CH2:4][N:5]1[CH:9]([CH3:10])[CH2:8][CH2:7][C:6]1=[O:11].[CH:12]1([C:15]2[O:16][CH:17]=[C:18]([C:20]([NH:22][C:23]3[CH:24]=[C:25]([CH:29]=[CH:30][C:31]=3[N:32]3[CH2:37][CH2:36][N:35]([C:38]4[CH:43]=[CH:42][CH:41]=[CH:40][C:39]=4[CH3:44])[CH2:34][CH2:33]3)[C:26](O)=[O:27])=[O:21])[N:19]=2)[CH2:14][CH2:13]1.CN(C(ON1N=NC2C=CC=NC1=2)=[N+](C)C)C.F[P-](F)(F)(F)(F)F, predict the reaction product. The product is: [CH3:10][CH:9]1[CH2:8][CH2:7][C:6](=[O:11])[N:5]1[CH2:4][CH2:3][CH2:2][NH:1][C:26]([C:25]1[CH:29]=[CH:30][C:31]([N:32]2[CH2:37][CH2:36][N:35]([C:38]3[CH:43]=[CH:42][CH:41]=[CH:40][C:39]=3[CH3:44])[CH2:34][CH2:33]2)=[C:23]([NH:22][C:20]([C:18]2[N:19]=[C:15]([CH:12]3[CH2:13][CH2:14]3)[O:16][CH:17]=2)=[O:21])[CH:24]=1)=[O:27]. (4) Given the reactants [H-].[Na+].[C:3]([O:7][C:8](=[O:28])[NH:9][C:10]1[CH:15]=[CH:14][CH:13]=[CH:12][C:11]=1[NH:16][C:17](=[O:27])[CH2:18]P(OCC)(OCC)=O)([CH3:6])([CH3:5])[CH3:4].[NH:29]1[CH:33]=[C:32]([CH:34]=O)[CH:31]=[N:30]1, predict the reaction product. The product is: [C:3]([O:7][C:8](=[O:28])[NH:9][C:10]1[CH:15]=[CH:14][CH:13]=[CH:12][C:11]=1[NH:16][C:17](=[O:27])/[CH:18]=[CH:34]/[C:32]1[CH:33]=[N:29][NH:30][CH:31]=1)([CH3:4])([CH3:5])[CH3:6]. (5) Given the reactants [O-]S(C(F)(F)F)(=O)=O.[OH:9][C@H:10]1[CH2:15][C@@H:14]([CH2:16][CH2:17][C:18]2[CH:23]=[CH:22][CH:21]=[CH:20][CH:19]=2)[O:13][C@:12]([C@@H:26]2[CH2:30][S:29][C:28](=[O:31])[N:27]2[CH2:32][C:33]2[CH:38]=[CH:37][C:36]([O:39][CH3:40])=[CH:35][CH:34]=2)([O:24][CH3:25])[CH2:11]1.O[C@H]1C[C@@H](CCCC=C)O[C@]([C@@H]2CSC(=O)N2CC2C=CC(OC)=CC=2)(OC)C1.[CH3:70][C:71]([CH3:76])=[CH:72][C:73](O)=[O:74].C/C(/CCC=C)=C/C(O)=O, predict the reaction product. The product is: [CH3:70][C:71]([CH3:76])=[CH:72][C:73]([O:9][C@@H:10]1[CH2:15][C@@H:14]([CH2:16][CH2:17][C:18]2[CH:19]=[CH:20][CH:21]=[CH:22][CH:23]=2)[O:13][C@@:12]([O:24][CH3:25])([C@@H:26]2[CH2:30][S:29][C:28](=[O:31])[N:27]2[CH2:32][C:33]2[CH:38]=[CH:37][C:36]([O:39][CH3:40])=[CH:35][CH:34]=2)[CH2:11]1)=[O:74]. (6) The product is: [CH2:1]([O:3][C:4]([C:6]1[N:7]=[C:8]([Br:23])[N:9]([CH:20]([CH3:21])[CH3:22])[C:10]=1[N:28]([C:27]1[CH:29]=[CH:30][C:31]([F:32])=[C:25]([Cl:24])[CH:26]=1)[C:29]1[CH:27]=[CH:26][C:25]([Cl:24])=[CH:31][CH:30]=1)=[O:5])[CH3:2]. Given the reactants [CH2:1]([O:3][C:4]([C:6]1[N:7]=[C:8]([Br:23])[N:9]([CH:20]([CH3:22])[CH3:21])[C:10]=1C(C1C=CC(Cl)=CC=1)O)=[O:5])[CH3:2].[Cl:24][C:25]1[CH:26]=[C:27]([CH:29]=[CH:30][C:31]=1[F:32])[NH2:28], predict the reaction product. (7) Given the reactants C[O:2][C:3]1[C:8](=[O:9])[NH:7][C:6]([C:10]2[CH:11]=[C:12]([CH:15]=[CH:16][CH:17]=2)[C:13]#[N:14])=[N:5][CH:4]=1.C(Cl)Cl.B(Br)(Br)Br, predict the reaction product. The product is: [OH:2][C:3]1[C:8](=[O:9])[NH:7][C:6]([C:10]2[CH:11]=[C:12]([CH:15]=[CH:16][CH:17]=2)[C:13]#[N:14])=[N:5][CH:4]=1. (8) The product is: [CH3:22][CH2:23][CH2:24][CH2:25][CH:20]([CH2:26][O:5][C:4]([C:3]([C:1]#[N:2])=[C:7]([C:14]1[CH:19]=[CH:18][CH:17]=[CH:16][CH:15]=1)[C:8]1[CH:9]=[CH:10][CH:11]=[CH:12][CH:13]=1)=[O:6])[CH2:21][CH3:27]. Given the reactants [C:1]([C:3](=[C:7]([C:14]1[CH:19]=[CH:18][CH:17]=[CH:16][CH:15]=1)[C:8]1[CH:13]=[CH:12][CH:11]=[CH:10][CH:9]=1)[C:4]([OH:6])=[O:5])#[N:2].[CH:20]12[CH2:26][CH:23]([CH:24]=[CH:25]1)[CH2:22][CH:21]2[CH2:27]O.C1(N=C=NC2CCCCC2)CCCCC1.ClCCl, predict the reaction product.